This data is from Reaction yield outcomes from USPTO patents with 853,638 reactions. The task is: Predict the reaction yield, written as a fraction of the theoretical maximum amount of product (1.0 means a 100% yield; for example, 0.34 means a 34% yield). (1) The catalyst is C(Cl)Cl. The yield is 0.698. The reactants are C([O:3][P:4]([CH2:9][CH2:10][CH2:11][N:12]1[CH2:17][CH2:16][O:15][CH:14]([C:18]2[CH:23]=[CH:22][C:21]([O:24][CH2:25][CH2:26][CH2:27][CH2:28][CH2:29][CH2:30][CH2:31][CH3:32])=[CH:20][CH:19]=2)[CH2:13]1)(=[O:8])[O:5]CC)C.Br[Si](C)(C)C. The product is [CH2:25]([O:24][C:21]1[CH:20]=[CH:19][C:18]([CH:14]2[O:15][CH2:16][CH2:17][N:12]([CH2:11][CH2:10][CH2:9][P:4](=[O:3])([OH:5])[OH:8])[CH2:13]2)=[CH:23][CH:22]=1)[CH2:26][CH2:27][CH2:28][CH2:29][CH2:30][CH2:31][CH3:32]. (2) The reactants are [CH2:1]([C:3]12[CH2:27][CH2:26][C:25](=[O:28])[CH:24]=[C:4]1[CH2:5][CH2:6][CH2:7][C:8]1[CH:9]=[C:10]3[C:14](=[CH:15][C:16]=12)[CH:13]=[N:12][N:11]3[C:17]1[CH:22]=[CH:21][C:20]([F:23])=[CH:19][CH:18]=1)[CH3:2]. The catalyst is C1(C)C=CC=CC=1.[OH-].[OH-].[Pd+2]. The product is [CH2:1]([C@:3]12[CH2:27][CH2:26][C:25](=[O:28])[CH2:24][C@@H:4]1[CH2:5][CH2:6][CH2:7][C:8]1[CH:9]=[C:10]3[C:14](=[CH:15][C:16]=12)[CH:13]=[N:12][N:11]3[C:17]1[CH:18]=[CH:19][C:20]([F:23])=[CH:21][CH:22]=1)[CH3:2].[CH2:1]([C@@:3]12[CH2:27][CH2:26][C:25](=[O:28])[CH2:24][C@H:4]1[CH2:5][CH2:6][CH2:7][C:8]1[CH:9]=[C:10]3[C:14](=[CH:15][C:16]=12)[CH:13]=[N:12][N:11]3[C:17]1[CH:18]=[CH:19][C:20]([F:23])=[CH:21][CH:22]=1)[CH3:2]. The yield is 0.410.